Dataset: Experimentally validated miRNA-target interactions with 360,000+ pairs, plus equal number of negative samples. Task: Binary Classification. Given a miRNA mature sequence and a target amino acid sequence, predict their likelihood of interaction. (1) The miRNA is hsa-miR-302a-3p with sequence UAAGUGCUUCCAUGUUUUGGUGA. The protein sequence of the target gene is MRSPSAAWLLGAAILLAASLSCSGTIQGTNRSSKGRSLIGKVDGTSHVTGKGVTVETVFSVDEFSASVLTGKLTTVFLPIVYTIVFVVGLPSNGMALWVFLFRTKKKHPAVIYMANLALADLLSVIWFPLKIAYHIHGNNWIYGEALCNVLIGFFYGNMYCSILFMTCLSVQRYWVIVNPMGHSRKKANIAIGISLAIWLLILLVTIPLYVVKQTIFIPALNITTCHDVLPEQLLVGDMFNYFLSLAIGVFLFPAFLTASAYVLMIRMLRSSAMDENSEKKRKRAIKLIVTVLAMYLICF.... Result: 1 (interaction). (2) The miRNA is hsa-miR-539-3p with sequence AUCAUACAAGGACAAUUUCUUU. The protein sequence of the target gene is MKPYFCRVFVFCFLIRLLTGEINGSADHRMFSFHNGGVQISCKYPETVQQLKMRLFREREVLCELTKTKGSGNAVSIKNPMLCLYHLSNNSVSFFLNNPDSSQGSYYFCSLSIFDPPPFQERNLSGGYLHIYESQLCCQLKLWLPVGCAAFVVVLLFGCILIIWFSKKKYGSSVHDPNSEYMFMAAVNTNKKSRLAGVTS. Result: 0 (no interaction). (3) The miRNA is hsa-miR-4639-5p with sequence UUGCUAAGUAGGCUGAGAUUGA. The protein sequence of the target gene is MPLENLEEEGLPKNPDLRIAQLRFLLSLPEHRGDAAVRDELMAAVRDNNMAPYYEALCKSLDWQIDVDLLNKMKKANEDELKRLDEELEDAEKNLGESEIRDAMMAKAEYLCRIGDKEGALTAFRKTYDKTVALGHRLDIVFYLLRIGLFYMDNDLITRNTEKAKSLIEEGGDWDRRNRLKVYQGLYCVAIRDFKQAAELFLDTVSTFTSYELMDYKTFVTYTVYVSMIALERPDLREKVIKGAEILEVLHSLPAVRQYLFSLYECRYSVFFQSLAVVEQEMKKDWLFAPHYRYYVREMR.... Result: 0 (no interaction).